The task is: Predict the product of the given reaction.. This data is from Forward reaction prediction with 1.9M reactions from USPTO patents (1976-2016). (1) Given the reactants [F:1][CH2:2][C:3]([N:5]([CH2:15][CH2:16][CH2:17][N:18]([CH2:20][CH2:21][C@@:22]1([OH:36])[CH2:31][CH2:30][C:29]2[C:24](=[CH:25][CH:26]=[C:27]([F:32])[CH:28]=2)[C@@H:23]1[CH:33]([CH3:35])[CH3:34])[CH3:19])[CH2:6][C:7]([CH2:12][O:13][CH3:14])([CH3:11])[CH2:8][O:9][CH3:10])=O, predict the reaction product. The product is: [F:32][C:27]1[CH:28]=[C:29]2[C:24](=[CH:25][CH:26]=1)[C@H:23]([CH:33]([CH3:34])[CH3:35])[C@:22]([CH2:21][CH2:20][N:18]([CH2:17][CH2:16][CH2:15][N:5]([CH2:3][CH2:2][F:1])[CH2:6][C:7]([CH2:8][O:9][CH3:10])([CH3:11])[CH2:12][O:13][CH3:14])[CH3:19])([OH:36])[CH2:31][CH2:30]2. (2) Given the reactants [C:1]([CH:3]([CH:7]1[C:11]([Cl:12])=[C:10](Cl)C(=O)O1)[C:4]([NH2:6])=[O:5])#[N:2].[F:15][C:16]([F:26])([F:25])[C:17]1[CH:18]=[C:19]([CH2:23][NH2:24])[CH:20]=[CH:21][CH:22]=1, predict the reaction product. The product is: [ClH:12].[Cl:12][C:11]1[CH:7]=[C:3]([C:4]([NH2:6])=[O:5])[C:1](=[NH:2])[N:24]([CH2:23][C:19]2[CH:20]=[CH:21][CH:22]=[C:17]([C:16]([F:15])([F:25])[F:26])[CH:18]=2)[CH:10]=1. (3) Given the reactants [CH3:1][O:2][C:3]([CH:5]1[CH2:9][NH:8][CH:7]2[CH2:10][CH2:11][N:12]([C:13](=[O:29])[CH:14]([NH:21][C:22]([O:24][C:25]([CH3:28])([CH3:27])[CH3:26])=[O:23])[CH:15]3[CH2:20][CH2:19][CH2:18][CH2:17][CH2:16]3)[CH:6]12)=[O:4].CCN(C(C)C)C(C)C.[CH3:39][S:40](Cl)(=[O:42])=[O:41], predict the reaction product. The product is: [CH3:1][O:2][C:3]([CH:5]1[CH2:9][N:8]([S:40]([CH3:39])(=[O:42])=[O:41])[CH:7]2[CH2:10][CH2:11][N:12]([C:13](=[O:29])[CH:14]([NH:21][C:22]([O:24][C:25]([CH3:26])([CH3:28])[CH3:27])=[O:23])[CH:15]3[CH2:20][CH2:19][CH2:18][CH2:17][CH2:16]3)[CH:6]12)=[O:4]. (4) Given the reactants [C:1]1([CH:7]([C:30]2[CH:35]=[CH:34][CH:33]=[CH:32][CH:31]=2)[N:8]2[C:16]3[C:11](=[CH:12][CH:13]=[CH:14][CH:15]=3)[C:10]([C:19]3[C:27](O)=[CH:26][C:22]4[O:23][CH2:24][O:25][C:21]=4[CH:20]=3)([CH2:17][OH:18])[C:9]2=[O:29])[CH:6]=[CH:5][CH:4]=[CH:3][CH:2]=1.C1(CCN2C3C(=CC=CC=3)C(C3C(O)=CC4OCOC=4C=3)(CO)C2=O)CC1, predict the reaction product. The product is: [C:1]1([CH:7]([C:30]2[CH:31]=[CH:32][CH:33]=[CH:34][CH:35]=2)[N:8]2[C:16]3[C:11](=[CH:12][CH:13]=[CH:14][CH:15]=3)[C:10]3([C:19]4=[CH:20][C:21]5[O:25][CH2:24][O:23][C:22]=5[CH:26]=[C:27]4[O:18][CH2:17]3)[C:9]2=[O:29])[CH:2]=[CH:3][CH:4]=[CH:5][CH:6]=1. (5) Given the reactants [Br:1][C:2]1[C:3]([F:28])=[CH:4][C:5]([F:27])=[C:6]([C@@:8]([NH:20][S@@:21]([C:23]([CH3:26])([CH3:25])[CH3:24])=[O:22])([CH2:10][C:11]([C:13]2[C:14]([CH3:19])=[N:15][O:16][C:17]=2[CH3:18])=[O:12])[CH3:9])[CH:7]=1.[H-].C(O[Al](OC(C)(C)C)OC(C)(C)C)(C)(C)C.[Li+], predict the reaction product. The product is: [Br:1][C:2]1[C:3]([F:28])=[CH:4][C:5]([F:27])=[C:6]([C@@:8]([NH:20][S@@:21]([C:23]([CH3:25])([CH3:24])[CH3:26])=[O:22])([CH2:10][C@H:11]([C:13]2[C:14]([CH3:19])=[N:15][O:16][C:17]=2[CH3:18])[OH:12])[CH3:9])[CH:7]=1. (6) Given the reactants [Br:1][C:2]1[CH:3]=[CH:4][C:5]([CH:8](C(OCC)=O)[C:9]([O:11]CC)=[O:10])=[N:6][CH:7]=1.[OH-].[Na+], predict the reaction product. The product is: [Br:1][C:2]1[CH:3]=[CH:4][C:5]([CH2:8][C:9]([OH:11])=[O:10])=[N:6][CH:7]=1. (7) Given the reactants [CH2:1]([N:3]([CH2:11][CH3:12])[CH2:4][CH2:5][CH2:6][C:7]([CH3:10])(O)[CH3:8])[CH3:2].CC#[N:15].OS(O)(=O)=O.C([O-])([O-])=O.[Na+].[Na+].[OH-].[Na+], predict the reaction product. The product is: [CH2:1]([N:3]([CH2:11][CH3:12])[CH2:4][CH2:5][CH2:6][C:7]([CH3:10])([NH2:15])[CH3:8])[CH3:2].